This data is from Forward reaction prediction with 1.9M reactions from USPTO patents (1976-2016). The task is: Predict the product of the given reaction. (1) Given the reactants [C:1]([O:4][C@@H:5]1[C@H:9]([O:10][C:11](=[O:13])[CH3:12])[C@@H:8]([C:14]#[CH:15])[O:7][C@H:6]1[N:16]1[CH:24]=[N:23][C:22]2[C:17]1=[N:18][CH:19]=[N:20][C:21]=2Cl)(=[O:3])[CH3:2].C(N(C(C)C)CC)(C)C.[NH2:35][CH2:36][CH2:37][S:38]([NH:41][CH2:42][CH3:43])(=[O:40])=[O:39], predict the reaction product. The product is: [C:1]([O:4][C@@H:5]1[C@H:9]([O:10][C:11](=[O:13])[CH3:12])[C@@H:8]([C:14]#[CH:15])[O:7][C@H:6]1[N:16]1[CH:24]=[N:23][C:22]2[C:17]1=[N:18][CH:19]=[N:20][C:21]=2[NH:35][CH2:36][CH2:37][S:38]([NH:41][CH2:42][CH3:43])(=[O:40])=[O:39])(=[O:3])[CH3:2]. (2) Given the reactants [F:1][C:2]1[CH:3]=[C:4]([CH:30]=[C:31]([F:33])[CH:32]=1)[O:5][CH2:6][CH2:7][CH2:8][O:9][C:10]1[CH:15]=[CH:14][C:13]([CH:16]2[CH2:21][CH2:20][N:19]([C:22]([O:24][C:25]([CH3:28])([CH3:27])[CH3:26])=[O:23])[CH2:18][CH:17]2[OH:29])=[CH:12][CH:11]=1.Cl[CH2:35][C:36]1[CH:37]=[CH:38][C:39]2[O:44][CH2:43][C:42](=[O:45])[N:41]([CH2:46][CH2:47][CH2:48][O:49][CH3:50])[C:40]=2[CH:51]=1, predict the reaction product. The product is: [F:1][C:2]1[CH:3]=[C:4]([CH:30]=[C:31]([F:33])[CH:32]=1)[O:5][CH2:6][CH2:7][CH2:8][O:9][C:10]1[CH:11]=[CH:12][C:13]([CH:16]2[CH2:21][CH2:20][N:19]([C:22]([O:24][C:25]([CH3:28])([CH3:27])[CH3:26])=[O:23])[CH2:18][CH:17]2[O:29][CH2:35][C:36]2[CH:37]=[CH:38][C:39]3[O:44][CH2:43][C:42](=[O:45])[N:41]([CH2:46][CH2:47][CH2:48][O:49][CH3:50])[C:40]=3[CH:51]=2)=[CH:14][CH:15]=1. (3) Given the reactants [F:1][C:2]1[CH:7]=[CH:6][C:5]([NH2:8])=[CH:4][CH:3]=1.[C:9](O[C:9]([O:11][C:12]([CH3:15])([CH3:14])[CH3:13])=[O:10])([O:11][C:12]([CH3:15])([CH3:14])[CH3:13])=[O:10], predict the reaction product. The product is: [F:1][C:2]1[CH:7]=[CH:6][C:5]([NH:8][C:9](=[O:10])[O:11][C:12]([CH3:15])([CH3:14])[CH3:13])=[CH:4][CH:3]=1. (4) Given the reactants [F:1][C:2]1[CH:10]=[CH:9][CH:8]=[C:7]([N:11]2[N:15]=[CH:14][CH:13]=[N:12]2)[C:3]=1[C:4]([OH:6])=O.[C:16]([O:20][C:21]([N:23]1[CH2:30][CH:29]2[CH:25]([CH2:26][NH:27][CH2:28]2)[CH2:24]1)=[O:22])([CH3:19])([CH3:18])[CH3:17].CN(C(ON1N=NC2C=CC=NC1=2)=[N+](C)C)C.F[P-](F)(F)(F)(F)F.CCN(C(C)C)C(C)C, predict the reaction product. The product is: [C:16]([O:20][C:21]([N:23]1[CH2:24][CH:25]2[CH:29]([CH2:28][N:27]([C:4](=[O:6])[C:3]3[C:7]([N:11]4[N:15]=[CH:14][CH:13]=[N:12]4)=[CH:8][CH:9]=[CH:10][C:2]=3[F:1])[CH2:26]2)[CH2:30]1)=[O:22])([CH3:19])([CH3:17])[CH3:18]. (5) The product is: [CH3:1][O:2][C:3]([CH:5]1[CH2:14][C:13]([CH3:15])([CH3:16])[CH2:12][C:7]2([CH2:11][CH2:10][CH2:9][CH2:8]2)[CH:6]1[OH:17])=[O:4]. Given the reactants [CH3:1][O:2][C:3]([CH:5]1[CH2:14][C:13]([CH3:16])([CH3:15])[CH2:12][C:7]2([CH2:11][CH2:10][CH2:9][CH2:8]2)[C:6]1=[O:17])=[O:4].O.O.[Cl-].[Ca+2].[Cl-].[BH4-].[Na+].Cl, predict the reaction product. (6) Given the reactants C[O-].[Na+].CO.[CH3:6][NH:7][C:8]1[C:13]([CH:14]=[CH:15][C:16](OCCCC)=[O:17])=[CH:12][C:11]([N+:23]([O-:25])=[O:24])=[CH:10][N:9]=1, predict the reaction product. The product is: [CH3:6][N:7]1[C:8]2[C:13](=[CH:12][C:11]([N+:23]([O-:25])=[O:24])=[CH:10][N:9]=2)[CH:14]=[CH:15][C:16]1=[O:17].